From a dataset of Catalyst prediction with 721,799 reactions and 888 catalyst types from USPTO. Predict which catalyst facilitates the given reaction. Reactant: [CH3:1][C:2]1[CH:8]=[C:7]([N+:9]([O-:11])=[O:10])[CH:6]=[CH:5][C:3]=1[NH2:4].C(N(CC)CC)C.[C:19](Cl)(=[O:23])[CH:20]([CH3:22])[CH3:21]. Product: [CH3:21][CH:20]([CH3:22])[C:19]([NH:4][C:3]1[CH:5]=[CH:6][C:7]([N+:9]([O-:11])=[O:10])=[CH:8][C:2]=1[CH3:1])=[O:23]. The catalyst class is: 2.